Dataset: Full USPTO retrosynthesis dataset with 1.9M reactions from patents (1976-2016). Task: Predict the reactants needed to synthesize the given product. (1) Given the product [F:1][C:2]1[CH:7]=[CH:6][C:5]([C:8]([C:9]2[CH:21]=[CH:20][C:19](=[O:22])[N:11]3[CH:12]=[C:13]([CH:15]([CH3:16])[CH3:17])[NH:14][C:10]=23)=[O:18])=[CH:4][CH:3]=1, predict the reactants needed to synthesize it. The reactants are: [F:1][C:2]1[CH:7]=[CH:6][C:5]([C:8](=[O:18])[CH2:9][C:10]2[NH:11][CH:12]=[C:13]([CH:15]([CH3:17])[CH3:16])[N:14]=2)=[CH:4][CH:3]=1.[C:19](O)(=[O:22])[C:20]#[CH:21].N1(C(N2C=CN=C2)=O)C=CN=C1. (2) Given the product [F:30][C:25]1[CH:24]=[C:23]([C:19]2[C:18]3[N:17]([N:16]=[C:15]([NH:14][CH:11]4[CH2:12][CH2:13][N:8]([C:6]5[CH:5]=[CH:4][N:3]=[C:2]([O:32][CH2:33][CH3:34])[CH:7]=5)[CH2:9][CH2:10]4)[N:31]=3)[CH:22]=[CH:21][CH:20]=2)[CH:28]=[CH:27][C:26]=1[F:29], predict the reactants needed to synthesize it. The reactants are: Cl[C:2]1[CH:7]=[C:6]([N:8]2[CH2:13][CH2:12][CH:11]([NH:14][C:15]3[N:31]=[C:18]4[C:19]([C:23]5[CH:28]=[CH:27][C:26]([F:29])=[C:25]([F:30])[CH:24]=5)=[CH:20][CH:21]=[CH:22][N:17]4[N:16]=3)[CH2:10][CH2:9]2)[CH:5]=[CH:4][N:3]=1.[O-:32][CH2:33][CH3:34].[Na+]. (3) Given the product [Cl:29][C:30]1[CH:35]=[C:34]([N:36]([CH2:45][O:46][CH2:47][CH2:48][Si:49]([CH3:52])([CH3:51])[CH3:50])[CH2:37][O:38][CH2:39][CH2:40][Si:41]([CH3:44])([CH3:42])[CH3:43])[N:33]2[N:53]=[CH:54][C:55]([C:6]3[CH:7]=[N:8][C:9]4[C:4]([CH:5]=3)=[CH:3][C:2]([F:1])=[CH:11][CH:10]=4)=[C:32]2[N:31]=1, predict the reactants needed to synthesize it. The reactants are: [F:1][C:2]1[CH:3]=[C:4]2[C:9](=[CH:10][CH:11]=1)[N:8]=[CH:7][C:6](B1OC(C)(C)C(C)(C)O1)=[CH:5]2.[O-]P([O-])([O-])=O.[K+].[K+].[K+].[Cl:29][C:30]1[CH:35]=[C:34]([N:36]([CH2:45][O:46][CH2:47][CH2:48][Si:49]([CH3:52])([CH3:51])[CH3:50])[CH2:37][O:38][CH2:39][CH2:40][Si:41]([CH3:44])([CH3:43])[CH3:42])[N:33]2[N:53]=[CH:54][C:55](I)=[C:32]2[N:31]=1.